This data is from Forward reaction prediction with 1.9M reactions from USPTO patents (1976-2016). The task is: Predict the product of the given reaction. Given the reactants Cl.[CH3:2][NH:3][CH3:4].[F:5][C:6]1[CH:11]=[CH:10][CH:9]=[C:8](F)[N:7]=1.C(=O)([O-])[O-].[K+].[K+], predict the reaction product. The product is: [F:5][C:6]1[N:7]=[C:8]([N:3]([CH3:4])[CH3:2])[CH:9]=[CH:10][CH:11]=1.